Dataset: Full USPTO retrosynthesis dataset with 1.9M reactions from patents (1976-2016). Task: Predict the reactants needed to synthesize the given product. (1) Given the product [OH:15][CH2:14][C:13]1[CH:18]=[CH:19][C:20]([C:22]([F:24])([F:25])[F:23])=[CH:21][C:12]=1[OH:11], predict the reactants needed to synthesize it. The reactants are: ClC1C=CC(CO)=C(O)C=1.[OH:11][C:12]1[CH:21]=[C:20]([C:22]([F:25])([F:24])[F:23])[CH:19]=[CH:18][C:13]=1[C:14](OC)=[O:15]. (2) Given the product [Cl:16][C:13]1[CH:12]=[C:11]([CH3:17])[C:9]2=[N:10][N:6]([CH2:5][C:2]([NH:1][C:25](=[S:26])[C:24]3[CH:23]=[CH:22][C:21]([C:20]([F:19])([F:30])[F:31])=[CH:29][CH:28]=3)([C:3]#[N:4])[CH3:18])[N:7]=[C:8]2[C:14]=1[CH3:15], predict the reactants needed to synthesize it. The reactants are: [NH2:1][C:2]([CH3:18])([CH2:5][N:6]1[N:10]=[C:9]2[C:11]([CH3:17])=[CH:12][C:13]([Cl:16])=[C:14]([CH3:15])[C:8]2=[N:7]1)[C:3]#[N:4].[F:19][C:20]([F:31])([F:30])[C:21]1[CH:29]=[CH:28][C:24]([C:25](Cl)=[S:26])=[CH:23][CH:22]=1. (3) Given the product [C:1]([C:5]1[N:9]=[C:8]([C:10]2[CH:15]=[C:14]([O:24][C@H:22]([CH3:23])[C:21]([F:26])([F:25])[F:20])[C:13]([CH:17]3[CH2:19][CH2:18]3)=[CH:12][N:11]=2)[O:7][N:6]=1)([CH3:4])([CH3:3])[CH3:2], predict the reactants needed to synthesize it. The reactants are: [C:1]([C:5]1[N:9]=[C:8]([C:10]2[CH:15]=[C:14](Cl)[C:13]([CH:17]3[CH2:19][CH2:18]3)=[CH:12][N:11]=2)[O:7][N:6]=1)([CH3:4])([CH3:3])[CH3:2].[F:20][C:21]([F:26])([F:25])[C@H:22]([OH:24])[CH3:23].[H-].[Na+]. (4) Given the product [OH:1][C:2]([CH3:34])([CH3:33])[CH2:3][C@@:4]1([C:27]2[CH:28]=[CH:29][CH:30]=[CH:31][CH:32]=2)[O:9][C:8](=[O:10])[N:7]([C@H:11]([C:13]2[CH:14]=[CH:15][C:16]([C:19]3[CH:24]=[CH:23][N:22]([CH3:35])[C:21](=[O:25])[CH:20]=3)=[CH:17][CH:18]=2)[CH3:12])[CH2:6][CH2:5]1, predict the reactants needed to synthesize it. The reactants are: [OH:1][C:2]([CH3:34])([CH3:33])[CH2:3][C@@:4]1([C:27]2[CH:32]=[CH:31][CH:30]=[CH:29][CH:28]=2)[O:9][C:8](=[O:10])[N:7]([C@H:11]([C:13]2[CH:18]=[CH:17][C:16]([C:19]3[CH:24]=[CH:23][N:22]=[C:21]([O:25]C)[CH:20]=3)=[CH:15][CH:14]=2)[CH3:12])[CH2:6][CH2:5]1.[C:35](=O)([O-])[O-].[K+].[K+].IC.Cl.